This data is from Forward reaction prediction with 1.9M reactions from USPTO patents (1976-2016). The task is: Predict the product of the given reaction. (1) Given the reactants [Cl:1][C:2]1[CH:3]=[CH:4][C:5]([NH:8][C:9]([C:11]2[C:12]([C:17]([OH:19])=O)=[N:13][CH:14]=[CH:15][N:16]=2)=[O:10])=[N:6][CH:7]=1.[Si:20]([O:27][CH2:28][CH2:29][NH:30][C:31]1[CH:36]=[CH:35][C:34]([NH2:37])=[CH:33][CH:32]=1)([C:23]([CH3:26])([CH3:25])[CH3:24])([CH3:22])[CH3:21], predict the reaction product. The product is: [Si:20]([O:27][CH2:28][CH2:29][NH:30][C:31]1[CH:32]=[CH:33][C:34]([NH:37][C:17]([C:12]2[C:11]([C:9]([NH:8][C:5]3[CH:4]=[CH:3][C:2]([Cl:1])=[CH:7][N:6]=3)=[O:10])=[N:16][CH:15]=[CH:14][N:13]=2)=[O:19])=[CH:35][CH:36]=1)([C:23]([CH3:26])([CH3:25])[CH3:24])([CH3:22])[CH3:21]. (2) Given the reactants [OH2:1].[OH2:2].C[N+]([O-])(C)C.[NH:8]1[C:12]2=[N:13][CH:14]=[CH:15][CH:16]=[C:11]2[C:10]2([CH2:20][CH:19]=[CH:18][CH2:17]2)[C:9]1=O, predict the reaction product. The product is: [OH:1][CH:18]1[CH:19]([OH:2])[CH2:20][C:10]2([C:11]3[C:12](=[N:13][CH:14]=[CH:15][CH:16]=3)[N:8]=[CH:9]2)[CH2:17]1. (3) Given the reactants [CH2:1]([N:6]1[C:16]2[C:11](=[CH:12][CH:13]=[C:14]([O:17][CH3:18])[CH:15]=2)[C:9](=O)[C:7]1=[O:8])[CH2:2][CH2:3][CH2:4][CH3:5].[N:19]1([CH2:25][C:26]([NH:28][NH2:29])=[O:27])[CH2:24][CH2:23][O:22][CH2:21][CH2:20]1, predict the reaction product. The product is: [CH3:18][O:17][C:14]1[CH:15]=[C:16]2[C:11](/[C:9](=[N:29]/[NH:28][C:26](=[O:27])[CH2:25][N:19]3[CH2:24][CH2:23][O:22][CH2:21][CH2:20]3)/[C:7](=[O:8])[N:6]2[CH2:1][CH2:2][CH2:3][CH2:4][CH3:5])=[CH:12][CH:13]=1.